From a dataset of Forward reaction prediction with 1.9M reactions from USPTO patents (1976-2016). Predict the product of the given reaction. (1) The product is: [C:1]([O:5][C:6]([N:8]1[CH2:13][CH2:12][N:11]2[C:14]([CH2:17][CH2:18][CH3:19])=[N:15][C:16]([Cl:33])=[C:10]2[CH:9]1[CH2:20][CH2:21][C:22]1[CH:23]=[CH:24][C:25]([C:28]([F:29])([F:30])[F:31])=[CH:26][CH:27]=1)=[O:7])([CH3:2])([CH3:3])[CH3:4]. Given the reactants [C:1]([O:5][C:6]([N:8]1[CH2:13][CH2:12][N:11]2[C:14]([CH2:17][CH2:18][CH3:19])=[N:15][CH:16]=[C:10]2[CH:9]1[CH2:20][CH2:21][C:22]1[CH:27]=[CH:26][C:25]([C:28]([F:31])([F:30])[F:29])=[CH:24][CH:23]=1)=[O:7])([CH3:4])([CH3:3])[CH3:2].C(Cl)[Cl:33].CO, predict the reaction product. (2) Given the reactants [F:1][C:2]1[CH:9]=[C:8]([C:10]([F:13])([F:12])[F:11])[CH:7]=[CH:6][C:3]=1[CH:4]=O.[CH2:14]([NH2:18])[CH2:15][CH2:16][CH3:17].C(O)(=O)C.C([BH3-])#N.[Na+], predict the reaction product. The product is: [CH2:14]([NH:18][CH2:4][C:3]1[CH:6]=[CH:7][C:8]([C:10]([F:13])([F:12])[F:11])=[CH:9][C:2]=1[F:1])[CH2:15][CH2:16][CH3:17]. (3) Given the reactants [CH3:1][C:2]1[CH:7]=[CH:6][N:5]=[CH:4][C:3]=1[N:8]1[CH2:12][CH2:11][NH:10][C:9]1=[O:13].Br[C:15]1[CH:16]=[C:17]([CH:20]=[CH:21][CH:22]=1)[C:18]#[N:19].N[C@@H]1CCCC[C@H]1N.P([O-])([O-])([O-])=O.[K+].[K+].[K+], predict the reaction product. The product is: [CH3:1][C:2]1[CH:7]=[CH:6][N:5]=[CH:4][C:3]=1[N:8]1[CH2:12][CH2:11][N:10]([C:15]2[CH:16]=[C:17]([CH:20]=[CH:21][CH:22]=2)[C:18]#[N:19])[C:9]1=[O:13].